Dataset: HIV replication inhibition screening data with 41,000+ compounds from the AIDS Antiviral Screen. Task: Binary Classification. Given a drug SMILES string, predict its activity (active/inactive) in a high-throughput screening assay against a specified biological target. (1) The molecule is CN(C)COC(=S)SSSC(=S)OCN(C)C. The result is 0 (inactive). (2) The compound is COC(=O)c1ccccc1C1CN=NC12Cc1cccc(C)c1C2=O. The result is 0 (inactive). (3) The drug is Cc1ccc(NC(=O)C(=NNC(N)=S)C(C#N)c2ccccc2C)cc1C. The result is 0 (inactive). (4) The molecule is COc1cc(N=O)c(N=O)cc1[N+](=O)[O-]. The result is 0 (inactive). (5) The drug is [N-]=[N+]=NC1C2CC3CC(C2)CC1C3. The result is 0 (inactive). (6) The drug is COc1ccc2c(c1)C1OCCNC1CC2.Cl. The result is 0 (inactive). (7) The drug is COC1(OC)CCC2(C)OC(c3ccccc3)C1O2. The result is 0 (inactive). (8) The compound is ClC1OC(Cl)(Cl)C(Cl)(Cl)OC1(Cl)Cl. The result is 0 (inactive). (9) The drug is O=C(O)c1ccc(CS(=O)(=O)c2ccc(Cl)cc2)c([N+](=O)[O-])c1. The result is 0 (inactive).